Dataset: Reaction yield outcomes from USPTO patents with 853,638 reactions. Task: Predict the reaction yield, written as a fraction of the theoretical maximum amount of product (1.0 means a 100% yield; for example, 0.34 means a 34% yield). (1) The reactants are [F:1][C:2]1([F:29])[CH2:7][CH2:6][N:5]([C:8]([C:10]2[NH:11][C:12]3[C:17]([CH:18]=2)=[CH:16][C:15]([C:19]([N:21]2[CH2:25][CH2:24][CH:23]([N:26]([CH3:28])[CH3:27])[CH2:22]2)=[O:20])=[CH:14][CH:13]=3)=[O:9])[CH2:4][CH2:3]1.[C:30]([C:32]1[CH:33]=[C:34](B(O)O)[CH:35]=[CH:36][CH:37]=1)#[N:31].N1C=CC=CC=1. The catalyst is ClCCl.C([O-])(=O)C.[Cu+2].C([O-])(=O)C. The product is [F:29][C:2]1([F:1])[CH2:7][CH2:6][N:5]([C:8]([C:10]2[N:11]([C:36]3[CH:37]=[C:32]([CH:33]=[CH:34][CH:35]=3)[C:30]#[N:31])[C:12]3[C:17]([CH:18]=2)=[CH:16][C:15]([C:19]([N:21]2[CH2:25][CH2:24][CH:23]([N:26]([CH3:27])[CH3:28])[CH2:22]2)=[O:20])=[CH:14][CH:13]=3)=[O:9])[CH2:4][CH2:3]1. The yield is 0.400. (2) The reactants are [OH-].[Na+].[OH:3][C:4]1[CH:46]=[CH:45][C:7]2[N:8]([CH2:19][CH2:20][CH2:21][CH2:22][CH2:23][CH2:24][CH2:25][CH2:26][CH:27]([CH2:33][CH2:34][CH2:35][CH2:36][CH2:37][C:38]([F:44])([F:43])[C:39]([F:42])([F:41])[F:40])[C:28]([O:30]CC)=[O:29])[C@H:9]([C:12]3[CH:17]=[CH:16][C:15]([OH:18])=[CH:14][CH:13]=3)[CH2:10][O:11][C:6]=2[CH:5]=1.Cl.C(OCC)(=O)C.CCCCCC. The catalyst is C(O)C. The product is [OH:3][C:4]1[CH:46]=[CH:45][C:7]2[N:8]([CH2:19][CH2:20][CH2:21][CH2:22][CH2:23][CH2:24][CH2:25][CH2:26][CH:27]([CH2:33][CH2:34][CH2:35][CH2:36][CH2:37][C:38]([F:44])([F:43])[C:39]([F:40])([F:41])[F:42])[C:28]([OH:30])=[O:29])[C@H:9]([C:12]3[CH:17]=[CH:16][C:15]([OH:18])=[CH:14][CH:13]=3)[CH2:10][O:11][C:6]=2[CH:5]=1. The yield is 0.760. (3) The reactants are [NH2:1][CH2:2][CH2:3][CH2:4][S:5]([OH:8])(=[O:7])=[O:6].C(=O)(O)[O-].[Na+].[Cl:14][C:15]1[CH:16]=[C:17]2[C:22](=[C:23]([Cl:25])[CH:24]=1)[CH2:21][N:20]([CH3:26])[CH2:19][CH:18]2[C:27]1[CH:28]=[C:29]([S:33](Cl)(=[O:35])=[O:34])[CH:30]=[CH:31][CH:32]=1.Cl. The catalyst is O1CCCC1.O. The product is [Cl:14][C:15]1[CH:16]=[C:17]2[C:22](=[C:23]([Cl:25])[CH:24]=1)[CH2:21][N:20]([CH3:26])[CH2:19][CH:18]2[C:27]1[CH:28]=[C:29]([S:33]([NH:1][CH2:2][CH2:3][CH2:4][S:5]([OH:8])(=[O:7])=[O:6])(=[O:35])=[O:34])[CH:30]=[CH:31][CH:32]=1. The yield is 0.0400. (4) The reactants are [Br:1][C:2]1[CH:11]=[C:10]2[C:5]([CH:6]=[C:7](N)[CH:8]=[N:9]2)=[CH:4][CH:3]=1.O.O.B(F)(F)[F:16].N(OC(C)(C)C)=O.C(=O)(O)[O-].[Na+]. The catalyst is ClC1C=CC=CC=1. The product is [Br:1][C:2]1[CH:11]=[C:10]2[C:5]([CH:6]=[C:7]([F:16])[CH:8]=[N:9]2)=[CH:4][CH:3]=1. The yield is 0.360. (5) The reactants are [Br:1][C:2]1[C:7]([F:8])=[CH:6][C:5]([F:9])=[CH:4][C:3]=1[F:10].OS(O)(=O)=O.[N+:16]([O-])([OH:18])=[O:17]. The catalyst is O. The product is [Br:1][C:2]1[C:7]([F:8])=[CH:6][C:5]([F:9])=[C:4]([N+:16]([O-:18])=[O:17])[C:3]=1[F:10]. The yield is 0.990. (6) The reactants are [C:1](O)(=[O:7])[CH2:2][CH2:3][CH2:4][C:5]#[CH:6].C(N(CC)CC)C.CC(C)(C)C(Cl)=O.[Cl-].[Li+].[C:25]1([C@H:31]2[CH2:35][O:34][C:33](=[O:36])[NH:32]2)[CH:30]=[CH:29][CH:28]=[CH:27][CH:26]=1. The yield is 0.854. The product is [C:1]([N:32]1[C@@H:31]([C:25]2[CH:26]=[CH:27][CH:28]=[CH:29][CH:30]=2)[CH2:35][O:34][C:33]1=[O:36])(=[O:7])[CH2:2][CH2:3][CH2:4][C:5]#[CH:6]. The catalyst is O1CCCC1. (7) The reactants are O1CCCCC1[O:7][CH2:8][C@H:9]1[O:14][CH:13]=[CH:12][C@@H:11]([OH:15])[C@@H:10]1[O:16]S(C)(=O)=O.CC([O-:25])(C)C.[K+].[OH:27][N:28]1[C:36]2[C:31](=[C:32]([C:43]([F:46])([F:45])[F:44])[CH:33]=[C:34]([C:37]3[CH:42]=[CH:41][CH:40]=[CH:39][CH:38]=3)[CH:35]=2)[CH:30]=[C:29]1[C:47]([O:49][CH3:50])=[O:48].C[N+]1([O-])CCOCC1.C1(C)C=CC(S([O-])(=O)=O)=CC=1.[NH+]1C=CC=CC=1. The catalyst is CC#N.C(Cl)Cl.CC(O)(C)C.CC(C)=O.O.CC(O)(C)C.CCOC(C)=O.CCO.CCOCC.O=[Os](=O)(=O)=O. The product is [C@@H:13]1([O:27][N:28]2[C:36]3[C:31](=[C:32]([C:43]([F:44])([F:45])[F:46])[CH:33]=[C:34]([C:37]4[CH:38]=[CH:39][CH:40]=[CH:41][CH:42]=4)[CH:35]=3)[CH:30]=[C:29]2[C:47]([O:49][CH3:50])=[O:48])[O:14][C@H:9]([CH2:8][OH:7])[C@H:10]([OH:16])[C@@H:11]([OH:15])[C@H:12]1[OH:25]. The yield is 0.640.